Dataset: Aqueous solubility values for 9,982 compounds from the AqSolDB database. Task: Regression/Classification. Given a drug SMILES string, predict its absorption, distribution, metabolism, or excretion properties. Task type varies by dataset: regression for continuous measurements (e.g., permeability, clearance, half-life) or binary classification for categorical outcomes (e.g., BBB penetration, CYP inhibition). For this dataset (solubility_aqsoldb), we predict Y. (1) The molecule is CN(CC(=O)O)C(=N)N. The Y is -0.939 log mol/L. (2) The drug is CC(C)(c1ccc(Oc2ccc(N)cc2)cc1)c1ccc(Oc2ccc(N)cc2)cc1. The Y is -7.19 log mol/L.